From a dataset of Full USPTO retrosynthesis dataset with 1.9M reactions from patents (1976-2016). Predict the reactants needed to synthesize the given product. (1) Given the product [Cl:1][C:2]1[CH:27]=[CH:26][C:5]([CH2:6][C:7]2[C:8]([C@H:10]3[CH2:14][CH2:13][CH2:12][N:11]3[C:15]([O:17][C:18]([CH3:21])([CH3:20])[CH3:19])=[O:16])=[N:29][N:23]([CH3:24])[CH:22]=2)=[CH:4][CH:3]=1, predict the reactants needed to synthesize it. The reactants are: [Cl:1][C:2]1[CH:27]=[CH:26][C:5]([CH2:6][C:7](=[CH:22][N:23](C)[CH3:24])[C:8]([C@H:10]2[CH2:14][CH2:13][CH2:12][N:11]2[C:15]([O:17][C:18]([CH3:21])([CH3:20])[CH3:19])=[O:16])=O)=[CH:4][CH:3]=1.C[NH:29]N. (2) Given the product [ClH:45].[C:94]1([CH:52]([C:46]2[CH:47]=[CH:48][CH:49]=[CH:50][CH:51]=2)[CH2:53][NH:54][C:55]2[N:63]=[C:62]([N:64]3[CH2:68][CH2:67][C@@H:66]([NH:69][C:70]([NH:111][CH2:110][C:103]4[C:104]5[C:109](=[CH:108][CH:107]=[CH:106][CH:105]=5)[N:100]=[CH:101][CH:102]=4)=[O:71])[CH2:65]3)[N:61]=[C:60]3[C:56]=2[N:57]=[CH:58][N:59]3[C@@H:80]2[CH2:84][C@H:83]([N:85]3[N:89]=[N:88][C:87]([CH2:90][CH3:91])=[N:86]3)[C@@H:82]([OH:92])[C@H:81]2[OH:93])[CH:99]=[CH:98][CH:97]=[CH:96][CH:95]=1, predict the reactants needed to synthesize it. The reactants are: N[C@@H]1CCN(C2N=C3C(N=CN3[C@@H]3C[C@H](N4N=NC(CC)=N4)[C@@H](O)[C@H]3O)=C(NCC(C3C=CC=CC=3)C3C=CC=CC=3)N=2)C1.[ClH:45].[C:46]1([CH:52]([C:94]2[CH:99]=[CH:98][CH:97]=[CH:96][CH:95]=2)[CH2:53][NH:54][C:55]2[N:63]=[C:62]([N:64]3[CH2:68][CH2:67][C@@H:66]([NH:69][C:70](NCC4C=CC=CN=4)=[O:71])[CH2:65]3)[N:61]=[C:60]3[C:56]=2[N:57]=[CH:58][N:59]3[C@@H:80]2[CH2:84][C@H:83]([N:85]3[N:89]=[N:88][C:87]([CH2:90][CH3:91])=[N:86]3)[C@@H:82]([OH:92])[C@H:81]2[OH:93])[CH:51]=[CH:50][CH:49]=[CH:48][CH:47]=1.[N:100]1[C:109]2[C:104](=[CH:105][CH:106]=[CH:107][CH:108]=2)[C:103]([CH2:110][NH2:111])=[CH:102][CH:101]=1. (3) Given the product [N:32]1[C:33]2[C:28](=[CH:27][CH:26]=[C:25]([O:24][C:22]3[N:21]=[CH:20][N:19]=[C:18]([C:9]4[CH:10]=[CH:11][C:12]([C:14]([F:16])([F:15])[F:17])=[CH:13][C:8]=4[NH2:7])[CH:23]=3)[CH:34]=2)[CH:29]=[CH:30][CH:31]=1, predict the reactants needed to synthesize it. The reactants are: C(OC(=O)[NH:7][C:8]1[CH:13]=[C:12]([C:14]([F:17])([F:16])[F:15])[CH:11]=[CH:10][C:9]=1[C:18]1[CH:23]=[C:22]([O:24][C:25]2[CH:34]=[C:33]3[C:28]([CH:29]=[CH:30][CH:31]=[N:32]3)=[CH:27][CH:26]=2)[N:21]=[CH:20][N:19]=1)(C)(C)C.FC(F)(F)C(O)=O. (4) Given the product [CH3:1][C:2]1[CH:3]=[CH:4][C:5]2[N:11]=[C:12]([S:14][CH3:15])[S:13][C:7](=[O:8])[C:6]=2[CH:10]=1, predict the reactants needed to synthesize it. The reactants are: [CH3:1][C:2]1[CH:3]=[CH:4][C:5]([NH:11][C:12]([S:14][CH3:15])=[S:13])=[C:6]([CH:10]=1)[C:7](O)=[O:8]. (5) Given the product [Br:16][C:2]1[N:7]=[N:6][C:5]([NH:8][CH2:9][CH2:10][N:11]([CH3:13])[CH3:12])=[CH:4][CH:3]=1, predict the reactants needed to synthesize it. The reactants are: Cl[C:2]1[N:7]=[N:6][C:5]([NH:8][CH2:9][CH2:10][N:11]([CH3:13])[CH3:12])=[CH:4][CH:3]=1.[OH-].[Na+].[BrH:16]. (6) Given the product [NH2:26][C:24](=[O:25])[CH2:23][CH:22]([NH:21][C:12]([C:10]1[CH:9]=[CH:8][C:7]([N:15]2[CH2:18][C:17]([F:20])([F:19])[CH2:16]2)=[C:6]([O:5][CH2:4][CH:1]2[CH2:2][CH2:3]2)[N:11]=1)=[O:14])[CH:27]1[CH2:31][CH2:30][O:29][CH2:28]1, predict the reactants needed to synthesize it. The reactants are: [CH:1]1([CH2:4][O:5][C:6]2[N:11]=[C:10]([C:12]([OH:14])=O)[CH:9]=[CH:8][C:7]=2[N:15]2[CH2:18][C:17]([F:20])([F:19])[CH2:16]2)[CH2:3][CH2:2]1.[NH2:21][CH:22]([CH:27]1[CH2:31][CH2:30][O:29][CH2:28]1)[CH2:23][C:24]([NH2:26])=[O:25].CN(C(ON1N=NC2C=CC=CC1=2)=[N+](C)C)C.[B-](F)(F)(F)F.CCN(C(C)C)C(C)C.